The task is: Predict the reactants needed to synthesize the given product.. This data is from Full USPTO retrosynthesis dataset with 1.9M reactions from patents (1976-2016). Given the product [CH2:1]([O:3][C:4](=[O:20])[CH2:5][CH:6]1[CH2:11][CH2:10][N:9]([C:12]2[CH:17]=[CH:16][C:15]([Cl:18])=[CH:14][C:13]=2[NH:19][C:25](=[O:26])[C:24]2[CH:28]=[CH:29][CH:30]=[C:22]([Cl:21])[CH:23]=2)[CH2:8][CH2:7]1)[CH3:2], predict the reactants needed to synthesize it. The reactants are: [CH2:1]([O:3][C:4](=[O:20])[CH2:5][CH:6]1[CH2:11][CH2:10][N:9]([C:12]2[CH:17]=[CH:16][C:15]([Cl:18])=[CH:14][C:13]=2[NH2:19])[CH2:8][CH2:7]1)[CH3:2].[Cl:21][C:22]1[CH:23]=[C:24]([CH:28]=[CH:29][CH:30]=1)[C:25](Cl)=[O:26].